From a dataset of Catalyst prediction with 721,799 reactions and 888 catalyst types from USPTO. Predict which catalyst facilitates the given reaction. (1) Reactant: CS(O[CH2:6][CH2:7][C:8]1[CH:13]=[CH:12][C:11]([O:14][CH2:15][C:16]2[CH:21]=[CH:20][C:19]([O:22][CH3:23])=[CH:18][CH:17]=2)=[C:10]([Cl:24])[CH:9]=1)(=O)=O.C1(S(O)(=O)=O)C=CC=CC=1.[CH3:35][C@@H:36]1[CH2:40][CH2:39][CH2:38][NH:37]1.C(=O)([O-])[O-].[K+].[K+]. Product: [Cl:24][C:10]1[CH:9]=[C:8]([CH:13]=[CH:12][C:11]=1[O:14][CH2:15][C:16]1[CH:21]=[CH:20][C:19]([O:22][CH3:23])=[CH:18][CH:17]=1)[CH2:7][CH2:6][N:37]1[CH2:38][CH2:39][CH2:40][C@H:36]1[CH3:35]. The catalyst class is: 10. (2) Reactant: [Cl:1][C:2]1[CH:18]=[CH:17][C:5]([C:6]([C:8]2[CH:16]=[CH:15][CH:14]=[CH:13][C:9]=2[C:10]([OH:12])=[O:11])=O)=[CH:4][CH:3]=1.S(Cl)([Cl:21])=O. Product: [Cl:21][C:6]1([C:5]2[CH:17]=[CH:18][C:2]([Cl:1])=[CH:3][CH:4]=2)[C:8]2[C:9](=[CH:13][CH:14]=[CH:15][CH:16]=2)[C:10](=[O:12])[O:11]1. The catalyst class is: 198. (3) Reactant: [C:1]([O:5][C:6]([NH:8][C:9]12[CH2:15][C:12]([C:16]([O:18]C)=[O:17])([CH2:13][CH2:14]1)[CH2:11][CH2:10]2)=[O:7])([CH3:4])([CH3:3])[CH3:2].[OH-].[Na+]. Product: [C:1]([O:5][C:6]([NH:8][C:9]12[CH2:15][C:12]([C:16]([OH:18])=[O:17])([CH2:11][CH2:10]1)[CH2:13][CH2:14]2)=[O:7])([CH3:4])([CH3:2])[CH3:3]. The catalyst class is: 36. (4) Reactant: [BH4-].[Na+].[F:3][C:4]1[CH:5]=[C:6]([C:21](OC)=[O:22])[C:7]2[C:8]3[C:13]([C:14]=2[CH:15]=1)=[CH:12][C:11]([F:16])=[CH:10][C:9]=3[C:17](OC)=[O:18].CO. Product: [F:3][C:4]1[CH:5]=[C:6]([CH2:21][OH:22])[C:7]2[C:8]3[C:13]([C:14]=2[CH:15]=1)=[CH:12][C:11]([F:16])=[CH:10][C:9]=3[CH2:17][OH:18]. The catalyst class is: 7. (5) Product: [O:1]1[C:5]2[CH:6]=[CH:7][CH:8]=[CH:9][C:4]=2[CH2:3][CH:2]1[CH:10]1[C:22]2[NH:21][C:20]3[C:15](=[CH:16][CH:17]=[CH:18][CH:19]=3)[C:14]=2[CH2:13][CH2:12][N:11]1[C:24]1[N:29]=[CH:28][C:27]([C:30]2[CH:35]=[CH:34][CH:33]=[CH:32][N:31]=2)=[CH:26][N:25]=1. Reactant: [O:1]1[C:5]2[CH:6]=[CH:7][CH:8]=[CH:9][C:4]=2[CH2:3][CH:2]1[CH:10]1[C:22]2[NH:21][C:20]3[C:15](=[CH:16][CH:17]=[CH:18][CH:19]=3)[C:14]=2[CH2:13][CH2:12][NH:11]1.Cl[C:24]1[N:29]=[CH:28][C:27]([C:30]2[CH:35]=[CH:34][CH:33]=[CH:32][N:31]=2)=[CH:26][N:25]=1.C(N(CC)C(C)C)(C)C. The catalyst class is: 3. (6) Reactant: [CH:1]1[N:5]=[CH:4][N:3]([C:6]([N:8]2C=NC=C2)=[O:7])[CH:2]=1.NC(C(C)(C)C)C(C1C=CC(C#N)=CC=1)=O.Cl. Product: [NH2:3][C:6]([NH2:8])=[O:7].[NH:3]1[CH:2]=[CH:1][N:5]=[CH:4]1. The catalyst class is: 3. (7) Reactant: [F:1][C:2]1[C:11]([CH:12]([C:14]2[N:18]3[N:19]=[C:20](/[C:23](=[N:25]/[OH:26])/[CH3:24])[CH:21]=[CH:22][C:17]3=[N:16][N:15]=2)[CH3:13])=[C:10]([F:27])[CH:9]=[C:8]2[C:3]=1[CH:4]=[CH:5][CH:6]=[N:7]2.O=C(Cl)[O:30][C:31](Cl)(Cl)Cl.[NH3:36]. Product: [C:31]([O:26]/[N:25]=[C:23](/[C:20]1[CH:21]=[CH:22][C:17]2[N:18]([C:14]([C@@H:12]([C:11]3[C:2]([F:1])=[C:3]4[C:8](=[CH:9][C:10]=3[F:27])[N:7]=[CH:6][CH:5]=[CH:4]4)[CH3:13])=[N:15][N:16]=2)[N:19]=1)\[CH3:24])(=[O:30])[NH2:36]. The catalyst class is: 1. (8) Reactant: [CH2:1]([C@H:8]1[CH2:12][O:11][C:10](=[O:13])[N:9]1[C:14](=[O:36])[CH2:15][C@@H:16]([C:22]1[CH:27]=[CH:26][C:25]([O:28]CC2C=CC=CC=2)=[CH:24][CH:23]=1)[C:17]1[CH2:21][CH2:20][O:19][N:18]=1)[C:2]1[CH:7]=[CH:6][CH:5]=[CH:4][CH:3]=1. Product: [CH2:1]([C@H:8]1[CH2:12][O:11][C:10](=[O:13])[N:9]1[C:14](=[O:36])[CH2:15][C@@H:16]([C:22]1[CH:27]=[CH:26][C:25]([OH:28])=[CH:24][CH:23]=1)[C:17]1[CH2:21][CH2:20][O:19][N:18]=1)[C:2]1[CH:7]=[CH:6][CH:5]=[CH:4][CH:3]=1. The catalyst class is: 50. (9) Reactant: [C:1]([O:4][CH2:5][C:6](=O)[CH2:7][Cl:8])(=[O:3])[CH3:2].[NH2:10][C:11]([NH2:13])=[S:12]. The catalyst class is: 8. Product: [ClH:8].[C:1]([O:4][CH2:5][C:6]1[N:10]=[C:11]([NH2:13])[S:12][CH:7]=1)(=[O:3])[CH3:2].